Dataset: Catalyst prediction with 721,799 reactions and 888 catalyst types from USPTO. Task: Predict which catalyst facilitates the given reaction. (1) Reactant: [Cl:1][C:2]1[C:7]([Cl:8])=[CH:6][CH:5]=[CH:4][C:3]=1[C:9]1[CH:10]=[C:11]([CH:15]2[CH2:17][CH:16]2[NH:18]C(=O)OCC2C=CC=CC=2)[CH:12]=[N:13][CH:14]=1.B(Br)(Br)Br.[CH2:33]([S:35](Cl)(=[O:37])=[O:36])[CH3:34].[NH4+].[Cl-]. Product: [Cl:1][C:2]1[C:7]([Cl:8])=[CH:6][CH:5]=[CH:4][C:3]=1[C:9]1[CH:10]=[C:11]([CH:15]2[CH2:17][CH:16]2[NH:18][S:35]([CH2:33][CH3:34])(=[O:37])=[O:36])[CH:12]=[N:13][CH:14]=1. The catalyst class is: 34. (2) Reactant: C(O[C:9]1[C:14]([O:15][CH3:16])=[CH:13][CH:12]=[CH:11][C:10]=1[CH2:17][CH:18]([OH:28])[CH2:19][O:20][Si:21]([C:24]([CH3:27])([CH3:26])[CH3:25])([CH3:23])[CH3:22])C1C=CC=CC=1.CC1C=CC(S(OCC(O)CC2C=CC(OC)=CC=2O)(=O)=O)=CC=1.COC1C(O)=CC=CC=1.C1(O)C=CC=CC=1.C1(P(C2C=CC=CC=2)C2C=CC=CC=2)C=CC=CC=1.CCOC(/N=N/C(OCC)=O)=O.CC1C=CC(S(OCC2CC3C=CC(OC)=CC=3O2)(=O)=O)=CC=1. Product: [C:24]([Si:21]([O:20][CH2:19][CH:18]1[CH2:17][C:10]2[CH:11]=[CH:12][CH:13]=[C:14]([O:15][CH3:16])[C:9]=2[O:28]1)([CH3:22])[CH3:23])([CH3:25])([CH3:26])[CH3:27]. The catalyst class is: 45. (3) Reactant: [CH3:1][CH:2]([NH2:11])[CH2:3][CH2:4][C:5]1[CH:10]=[CH:9][CH:8]=[CH:7][CH:6]=1.[F:12][C:13]([F:24])([F:23])[C:14](O[C:14](=[O:15])[C:13]([F:24])([F:23])[F:12])=[O:15]. Product: [CH3:1][CH:2]([NH2:11])[CH2:3][CH2:4][C:5]1[CH:10]=[CH:9][CH:8]=[CH:7][CH:6]=1.[C:14]([NH2:11])([C:13]([F:24])([F:23])[F:12])=[O:15]. The catalyst class is: 17. (4) Reactant: Cl[C:2]1[N:7]=[N:6][CH:5]=[C:4]2[N:8]([C@@H:11]3[O:33][C@H:32]([CH2:34][O:35]C(=O)C4C=CC=CC=4)[C@@H:22]([O:23]C(=O)C4C=CC=CC=4)[C@@:12]3([CH3:44])[O:13]C(=O)C3C=CC=CC=3)[CH:9]=[N:10][C:3]=12.[NH3:45]. Product: [NH2:45][C:2]1[N:7]=[N:6][CH:5]=[C:4]2[N:8]([C@@H:11]3[O:33][C@H:32]([CH2:34][OH:35])[C@@H:22]([OH:23])[C@@:12]3([CH3:44])[OH:13])[CH:9]=[N:10][C:3]=12. The catalyst class is: 5. (5) Reactant: [Cl:1][C:2]1[CH:7]=[CH:6][C:5]([C:8]([C:11]2[N:15]([C:16]3[CH:21]=[CH:20][C:19]([F:22])=[CH:18][CH:17]=3)[C:14]([S:23][CH2:24][C:25]3[C:30]([F:31])=[CH:29][C:28]([CH2:32][CH2:33][CH2:34]O)=[CH:27][C:26]=3[F:36])=[N:13][CH:12]=2)([CH3:10])[CH3:9])=[CH:4][C:3]=1[O:37][CH3:38].C1C=CC(P(C2C=CC=CC=2)C2C=CC=CC=2)=CC=1.[C:58]([O:62][C:63]([NH:65][C:66]([NH:68][C:69]([O:71][C:72]([CH3:75])([CH3:74])[CH3:73])=[O:70])=[NH:67])=[O:64])([CH3:61])([CH3:60])[CH3:59].N(C(OC(C)C)=O)=NC(OC(C)C)=O. Product: [C:58]([O:62][C:63](=[O:64])[N:65]=[C:66]([NH:68][C:69]([O:71][C:72]([CH3:75])([CH3:74])[CH3:73])=[O:70])[NH:67][CH2:34][CH2:33][CH2:32][C:28]1[CH:27]=[C:26]([F:36])[C:25]([CH2:24][S:23][C:14]2[N:15]([C:16]3[CH:21]=[CH:20][C:19]([F:22])=[CH:18][CH:17]=3)[C:11]([C:8]([C:5]3[CH:6]=[CH:7][C:2]([Cl:1])=[C:3]([O:37][CH3:38])[CH:4]=3)([CH3:9])[CH3:10])=[CH:12][N:13]=2)=[C:30]([F:31])[CH:29]=1)([CH3:61])([CH3:60])[CH3:59]. The catalyst class is: 674. (6) Reactant: C(O)(C(F)(F)F)=O.[CH3:8][N:9]([CH2:11][C:12]1([C:25]2[CH:30]=[CH:29][CH:28]=[C:27]([C:31]3[CH:32]=[N:33][N:34]([CH3:36])[CH:35]=3)[CH:26]=2)[CH2:17][CH2:16][N:15](C(OC(C)(C)C)=O)[CH2:14][CH2:13]1)[CH3:10]. Product: [CH3:8][N:9]([CH3:10])[CH2:11][C:12]1([C:25]2[CH:30]=[CH:29][CH:28]=[C:27]([C:31]3[CH:32]=[N:33][N:34]([CH3:36])[CH:35]=3)[CH:26]=2)[CH2:13][CH2:14][NH:15][CH2:16][CH2:17]1. The catalyst class is: 2.